From a dataset of NCI-60 drug combinations with 297,098 pairs across 59 cell lines. Regression. Given two drug SMILES strings and cell line genomic features, predict the synergy score measuring deviation from expected non-interaction effect. (1) Drug 1: CNC(=O)C1=CC=CC=C1SC2=CC3=C(C=C2)C(=NN3)C=CC4=CC=CC=N4. Drug 2: CC12CCC3C(C1CCC2=O)CC(=C)C4=CC(=O)C=CC34C. Cell line: SF-295. Synergy scores: CSS=46.6, Synergy_ZIP=0.921, Synergy_Bliss=-1.77, Synergy_Loewe=-2.86, Synergy_HSA=-0.785. (2) Drug 1: C1=CN(C(=O)N=C1N)C2C(C(C(O2)CO)O)O.Cl. Drug 2: N.N.Cl[Pt+2]Cl. Cell line: EKVX. Synergy scores: CSS=9.25, Synergy_ZIP=-2.24, Synergy_Bliss=4.19, Synergy_Loewe=-3.30, Synergy_HSA=0.156. (3) Synergy scores: CSS=37.0, Synergy_ZIP=-10.3, Synergy_Bliss=-3.65, Synergy_Loewe=-5.27, Synergy_HSA=-0.561. Drug 1: CC1OCC2C(O1)C(C(C(O2)OC3C4COC(=O)C4C(C5=CC6=C(C=C35)OCO6)C7=CC(=C(C(=C7)OC)O)OC)O)O. Cell line: OVCAR-5. Drug 2: C1=CN(C(=O)N=C1N)C2C(C(C(O2)CO)O)O.Cl.